Dataset: Reaction yield outcomes from USPTO patents with 853,638 reactions. Task: Predict the reaction yield, written as a fraction of the theoretical maximum amount of product (1.0 means a 100% yield; for example, 0.34 means a 34% yield). (1) The reactants are [C:1]([C:5]1[CH:10]=[CH:9][C:8]([S:11]([CH:14]2[CH2:19][CH2:18][NH:17][CH2:16][CH2:15]2)(=[O:13])=[O:12])=[CH:7][CH:6]=1)([CH3:4])([CH3:3])[CH3:2].Cl[C:21]1[C:30]2[C:25](=[CH:26][CH:27]=[CH:28][CH:29]=2)[CH:24]=[CH:23][N:22]=1.CCN(C(C)C)C(C)C. The catalyst is O1CCOCC1. The product is [C:1]([C:5]1[CH:6]=[CH:7][C:8]([S:11]([CH:14]2[CH2:15][CH2:16][N:17]([C:21]3[C:30]4[C:25](=[CH:26][CH:27]=[CH:28][CH:29]=4)[CH:24]=[CH:23][N:22]=3)[CH2:18][CH2:19]2)(=[O:13])=[O:12])=[CH:9][CH:10]=1)([CH3:4])([CH3:2])[CH3:3]. The yield is 0.180. (2) The reactants are [CH2:1]([C:5]1[CH2:10][CH2:9][N:8]([CH:11]2[CH2:16][CH2:15][N:14](C(OCC3C=CC=CC=3)=O)[CH2:13][CH2:12]2)[C:7](=[O:27])[CH:6]=1)[CH2:2][CH2:3][CH3:4]. The catalyst is CO.[Pd]. The product is [CH2:1]([CH:5]1[CH2:10][CH2:9][N:8]([CH:11]2[CH2:16][CH2:15][NH:14][CH2:13][CH2:12]2)[C:7](=[O:27])[CH2:6]1)[CH2:2][CH2:3][CH3:4]. The yield is 0.540.